From a dataset of Forward reaction prediction with 1.9M reactions from USPTO patents (1976-2016). Predict the product of the given reaction. Given the reactants C([C:6]1[CH:16]=[CH:15][C:9]([CH:10]=[CH:11][C:12]([OH:14])=O)=[CH:8][C:7]=1[O:17][CH3:18])(=O)CCC.CN(C=[O:23])C.[C:24](Cl)(=[O:28])[C:25](Cl)=O.[NH2:30][C:31]1[S:32][CH:33]=[C:34]([C:36]2[CH:41]=[CH:40][C:39]([Br:42])=[CH:38][CH:37]=2)[N:35]=1.N1[CH:48]=[CH:47]C=CC=1, predict the reaction product. The product is: [Br:42][C:39]1[CH:38]=[CH:37][C:36]([C:34]2[N:35]=[C:31]([NH:30][C:12]([CH:11]=[CH:10][C:9]3[CH:15]=[CH:16][C:6]([O:23][C:24](=[O:28])[CH2:25][CH2:47][CH3:48])=[C:7]([O:17][CH3:18])[CH:8]=3)=[O:14])[S:32][CH:33]=2)=[CH:41][CH:40]=1.